Dataset: Forward reaction prediction with 1.9M reactions from USPTO patents (1976-2016). Task: Predict the product of the given reaction. (1) Given the reactants [C:1]([NH:4][CH2:5][CH2:6][CH2:7][S:8]([O:11][CH2:12][C:13]([NH:19]C(OC(C)(C)C)=O)([CH3:18])[C:14]([O:16][CH3:17])=[O:15])(=[O:10])=[O:9])(=[O:3])[CH3:2].FC(F)(F)C(O)=O.[Cl:34]CCl, predict the reaction product. The product is: [ClH:34].[C:1]([NH:4][CH2:5][CH2:6][CH2:7][S:8]([O:11][CH2:12][C:13]([NH2:19])([CH3:18])[C:14]([O:16][CH3:17])=[O:15])(=[O:9])=[O:10])(=[O:3])[CH3:2]. (2) Given the reactants C(O)C1C=CC=CC=1.[C:9]1([CH2:15][N:16]2[C:20]3=[N:21][CH:22]=[CH:23][CH:24]=[C:19]3[CH:18]=[C:17]2[C:25]([O:27]CC)=O)[CH:14]=[CH:13][CH:12]=[CH:11][CH:10]=1.C[Al](C)C.C1(C)C=CC=CC=1.[NH2:41][C:42]1[CH:43]=[C:44]2[C:48](=[CH:49][CH:50]=1)[N:47]([CH3:51])[CH:46]=[CH:45]2, predict the reaction product. The product is: [CH3:51][N:47]1[C:48]2[C:44](=[CH:43][C:42]([NH:41][C:25]([C:17]3[N:16]([CH2:15][C:9]4[CH:10]=[CH:11][CH:12]=[CH:13][CH:14]=4)[C:20]4=[N:21][CH:22]=[CH:23][CH:24]=[C:19]4[CH:18]=3)=[O:27])=[CH:50][CH:49]=2)[CH:45]=[CH:46]1. (3) Given the reactants C(OC([NH:11][C@@H:12]([CH2:23][C:24]1[CH:29]=[CH:28][C:27]([C:30]2[N:35]=[CH:34][C:33]([C:36]3[CH:41]=[CH:40][C:39]([O:42][CH2:43][CH2:44][CH2:45][CH:46]([CH3:48])[CH3:47])=[CH:38][CH:37]=3)=[CH:32][N:31]=2)=[CH:26][CH:25]=1)[C:13]([N:15]1[CH2:18][CH:17]([C:19]([O:21][CH3:22])=[O:20])[CH2:16]1)=[O:14])=O)C1C=CC=CC=1.C(O)(=O)C.CO, predict the reaction product. The product is: [C:19]([OH:21])(=[O:20])[CH3:17].[NH2:11][C@@H:12]([CH2:23][C:24]1[CH:29]=[CH:28][C:27]([C:30]2[N:35]=[CH:34][C:33]([C:36]3[CH:37]=[CH:38][C:39]([O:42][CH2:43][CH2:44][CH2:45][CH:46]([CH3:48])[CH3:47])=[CH:40][CH:41]=3)=[CH:32][N:31]=2)=[CH:26][CH:25]=1)[C:13]([N:15]1[CH2:16][CH:17]([C:19]([O:21][CH3:22])=[O:20])[CH2:18]1)=[O:14]. (4) Given the reactants [ClH:1].NC(=O)[C@@H](N[C:12](=[O:32])[CH2:13][C:14]([NH:16][C:17]1[CH:22]=[CH:21][C:20]([O:23][C:24]2[CH:29]=[CH:28][N:27]=[C:26]([NH2:30])[CH:25]=2)=[C:19]([F:31])[CH:18]=1)=[O:15])C1C=CC=CC=1.Cl.[NH2:35][C@@H:36]([C:41]1[CH:46]=[CH:45][CH:44]=[CH:43][CH:42]=1)[C:37]([O:39][CH3:40])=[O:38], predict the reaction product. The product is: [ClH:1].[NH2:30][C:26]1[CH:25]=[C:24]([O:23][C:20]2[CH:21]=[CH:22][C:17]([NH:16][C:14](=[O:15])[CH2:13][C:12]([NH:35][C@@H:36]([C:41]3[CH:46]=[CH:45][CH:44]=[CH:43][CH:42]=3)[C:37]([O:39][CH3:40])=[O:38])=[O:32])=[CH:18][C:19]=2[F:31])[CH:29]=[CH:28][N:27]=1. (5) Given the reactants [CH2:1]([O:3][C:4]([C:6]1([C:9]2[CH:14]=[CH:13][C:12]([C:15]3[CH:20]=[CH:19][C:18]([C:21]4[O:25][N:24]=[C:23]([CH3:26])[C:22]=4[NH2:27])=[CH:17][CH:16]=3)=[CH:11][CH:10]=2)[CH2:8][CH2:7]1)=[O:5])[CH3:2].Br[C:29]1[CH:34]=[CH:33][N:32]=[C:31]([C:35]2[CH:40]=[CH:39][CH:38]=[C:37]([F:41])[CH:36]=2)[CH:30]=1, predict the reaction product. The product is: [CH2:1]([O:3][C:4]([C:6]1([C:9]2[CH:10]=[CH:11][C:12]([C:15]3[CH:20]=[CH:19][C:18]([C:21]4[O:25][N:24]=[C:23]([CH3:26])[C:22]=4[NH:27][C:29]4[CH:34]=[CH:33][N:32]=[C:31]([C:35]5[CH:40]=[CH:39][CH:38]=[C:37]([F:41])[CH:36]=5)[CH:30]=4)=[CH:17][CH:16]=3)=[CH:13][CH:14]=2)[CH2:8][CH2:7]1)=[O:5])[CH3:2]. (6) Given the reactants Br[C:2]1[CH:7]=[CH:6][CH:5]=[C:4]([Br:8])[N:3]=1.C(=O)([O-])[O-].[K+].[K+].Cl.[NH:16]1[CH2:19][CH2:18][CH2:17]1, predict the reaction product. The product is: [N:16]1([C:2]2[CH:7]=[CH:6][CH:5]=[C:4]([Br:8])[N:3]=2)[CH2:19][CH2:18][CH2:17]1. (7) Given the reactants [OH:1][N:2]=[C:3](Cl)[C:4]1[CH:9]=[N:8][CH:7]=[CH:6][N:5]=1.[Cl:11][C:12]1[CH:13]=[C:14]([CH:17]=[C:18]([C:20]#[CH:21])[CH:19]=1)[C:15]#[N:16].N, predict the reaction product. The product is: [Cl:11][C:12]1[CH:13]=[C:14]([CH:17]=[C:18]([C:20]2[O:1][N:2]=[C:3]([C:4]3[CH:9]=[N:8][CH:7]=[CH:6][N:5]=3)[CH:21]=2)[CH:19]=1)[C:15]#[N:16]. (8) The product is: [F:8][C:7]1[CH:2]=[C:3]([C:10]([O:12][CH3:13])=[O:11])[NH:4][C:5](=[O:17])[CH:6]=1. Given the reactants C[C:2]1[C:3]([C:10]([O:12][CH3:13])=[O:11])=[N+:4]([O-])[CH:5]=[CH:6][C:7]=1[F:8].FC(F)(F)C(OC(=O)C(F)(F)F)=[O:17], predict the reaction product.